This data is from Peptide-MHC class I binding affinity with 185,985 pairs from IEDB/IMGT. The task is: Regression. Given a peptide amino acid sequence and an MHC pseudo amino acid sequence, predict their binding affinity value. This is MHC class I binding data. (1) The peptide sequence is AHIDNYNKF. The MHC is HLA-A24:02 with pseudo-sequence HLA-A24:02. The binding affinity (normalized) is 0.323. (2) The peptide sequence is IPYLRNYMV. The MHC is HLA-A11:01 with pseudo-sequence HLA-A11:01. The binding affinity (normalized) is 0.222. (3) The peptide sequence is RGRAATMAL. The MHC is HLA-A26:01 with pseudo-sequence HLA-A26:01. The binding affinity (normalized) is 0.0847. (4) The MHC is HLA-B46:01 with pseudo-sequence HLA-B46:01. The peptide sequence is RTFDRFFEE. The binding affinity (normalized) is 0.0847. (5) The peptide sequence is FTVKLGGVF. The MHC is Mamu-B17 with pseudo-sequence Mamu-B17. The binding affinity (normalized) is 0.00503. (6) The peptide sequence is LLECFVRS. The MHC is H-2-Kb with pseudo-sequence H-2-Kb. The binding affinity (normalized) is 0.384. (7) The peptide sequence is DLVKSSFVKK. The MHC is HLA-A11:01 with pseudo-sequence HLA-A11:01. The binding affinity (normalized) is 0.522. (8) The peptide sequence is NLPIYSEEI. The MHC is HLA-A68:02 with pseudo-sequence HLA-A68:02. The binding affinity (normalized) is 0.661. (9) The peptide sequence is HPAAMPHLL. The MHC is HLA-B07:02 with pseudo-sequence HLA-B07:02. The binding affinity (normalized) is 0.627. (10) The peptide sequence is IPFSEGKAL. The MHC is HLA-A02:03 with pseudo-sequence HLA-A02:03. The binding affinity (normalized) is 0.355.